This data is from Catalyst prediction with 721,799 reactions and 888 catalyst types from USPTO. The task is: Predict which catalyst facilitates the given reaction. Reactant: [OH:1][C:2]1[CH:11]=[CH:10][C:9]2[C:4](=[CH:5][CH:6]=[C:7]([O:12][CH3:13])[CH:8]=2)[C:3]=1[C:14]([C:16]1[CH:21]=[CH:20][C:19]([O:22][CH2:23][CH2:24][N:25]2[CH2:30][CH2:29][CH2:28][CH2:27][CH2:26]2)=[CH:18][CH:17]=1)=[O:15].[H-].[Al+3].[Li+].[H-].[H-].[H-].Cl. Product: [OH:15][CH:14]([C:16]1[CH:21]=[CH:20][C:19]([O:22][CH2:23][CH2:24][N:25]2[CH2:26][CH2:27][CH2:28][CH2:29][CH2:30]2)=[CH:18][CH:17]=1)[C:3]1[C:4]2[C:9](=[CH:8][C:7]([O:12][CH3:13])=[CH:6][CH:5]=2)[CH:10]=[CH:11][C:2]=1[OH:1]. The catalyst class is: 30.